This data is from Reaction yield outcomes from USPTO patents with 853,638 reactions. The task is: Predict the reaction yield, written as a fraction of the theoretical maximum amount of product (1.0 means a 100% yield; for example, 0.34 means a 34% yield). (1) The reactants are [C:1]1([N:7]([CH2:11][CH2:12][OH:13])[CH2:8][CH2:9][OH:10])[CH:6]=[CH:5][CH:4]=[CH:3][CH:2]=1.C(N(CC)CC)C.Cl[C:22](Cl)([O:24]C(=O)OC(Cl)(Cl)Cl)Cl. The catalyst is C1COCC1. The product is [C:1]1([N:7]2[CH2:11][CH2:12][O:13][C:22](=[O:24])[O:10][CH2:9][CH2:8]2)[CH:6]=[CH:5][CH:4]=[CH:3][CH:2]=1. The yield is 0.190. (2) The reactants are [NH2:1][CH2:2][C@H:3]1[CH2:7][CH2:6][N:5]([CH2:8][CH:9]([C:14]2[C:15]([F:26])=[CH:16][CH:17]=[C:18]3[C:23]=2[N:22]=[C:21]([O:24][CH3:25])[CH:20]=[CH:19]3)[C:10]([O:12][CH3:13])=[O:11])[CH2:4]1.C(N(CC)CC)C.[C:34](O[C:34]([O:36][C:37]([CH3:40])([CH3:39])[CH3:38])=[O:35])([O:36][C:37]([CH3:40])([CH3:39])[CH3:38])=[O:35].O. The catalyst is C(Cl)Cl. The product is [CH3:38][C:37]([O:36][C:34]([NH:1][CH2:2][C@H:3]1[CH2:7][CH2:6][N:5]([CH2:8][CH:9]([C:14]2[C:15]([F:26])=[CH:16][CH:17]=[C:18]3[C:23]=2[N:22]=[C:21]([O:24][CH3:25])[CH:20]=[CH:19]3)[C:10]([O:12][CH3:13])=[O:11])[CH2:4]1)=[O:35])([CH3:40])[CH3:39]. The yield is 0.870. (3) The reactants are [S:1](=[O:26])(=[O:25])([O:3][CH2:4][C@@H:5]1[C@@H:12]2[C@@H:8]([O:9]C(C)(C)[O:11]2)[C@H:7]([C:15]2[C:19]3[N:20]=[CH:21][N:22]=[C:23]([NH2:24])[C:18]=3[NH:17][N:16]=2)[O:6]1)[NH2:2]. The catalyst is FC(F)(F)C(O)=O.O. The product is [S:1](=[O:26])(=[O:25])([O:3][CH2:4][C@@H:5]1[C@@H:12]([OH:11])[C@@H:8]([OH:9])[C@H:7]([C:15]2[C:19]3[N:20]=[CH:21][N:22]=[C:23]([NH2:24])[C:18]=3[NH:17][N:16]=2)[O:6]1)[NH2:2]. The yield is 0.890. (4) The product is [CH2:31]([S:35]([N:25]1[C:24]2[N:19]3[N:18]=[C:17]([CH3:29])[C:16]([C:9]4[C:8]([CH3:30])=[CH:13][C:12]([CH3:14])=[CH:11][C:10]=4[CH3:15])=[C:20]3[N:21]=[C:22]([CH3:28])[C:23]=2[CH2:27][CH2:26]1)(=[O:37])=[O:36])[CH2:32][CH2:33][CH3:34]. The catalyst is ClCCl. The reactants are C(N(CC)CC)C.[C:8]1([CH3:30])[CH:13]=[C:12]([CH3:14])[CH:11]=[C:10]([CH3:15])[C:9]=1[C:16]1[C:17]([CH3:29])=[N:18][N:19]2[C:24]3[NH:25][CH2:26][CH2:27][C:23]=3[C:22]([CH3:28])=[N:21][C:20]=12.[CH2:31]([S:35](Cl)(=[O:37])=[O:36])[CH2:32][CH2:33][CH3:34].O. The yield is 0.270. (5) The reactants are C(O[B:5]1[O:9][C:8]([CH3:11])([CH3:10])[C:7]([CH3:13])([CH3:12])[O:6]1)(C)C.C([Li])CCC.[F:19][C:20]1[CH:21]=[C:22]([F:29])[C:23]2[O:27][CH2:26][CH2:25][C:24]=2[CH:28]=1. No catalyst specified. The product is [F:19][C:20]1[C:21]([B:5]2[O:6][C:7]([CH3:12])([CH3:13])[C:8]([CH3:10])([CH3:11])[O:9]2)=[C:22]([F:29])[C:23]2[O:27][CH2:26][CH2:25][C:24]=2[CH:28]=1. The yield is 0.300. (6) The catalyst is CO. The yield is 0.960. The product is [Br:14][C:5]1[CH:6]=[CH:7][C:2]([OH:1])=[C:3]([N+:8]([O-:10])=[O:9])[N:4]=1. The reactants are [OH:1][C:2]1[C:3]([N+:8]([O-:10])=[O:9])=[N:4][CH:5]=[CH:6][CH:7]=1.C[O-].[Na+].[Br:14]Br.